This data is from Full USPTO retrosynthesis dataset with 1.9M reactions from patents (1976-2016). The task is: Predict the reactants needed to synthesize the given product. (1) Given the product [C:2]1([CH3:1])[CH:7]=[CH:6][C:5]([NH:8][S:16]([C:13]2[CH:12]=[CH:11][C:10]([CH3:9])=[CH:15][N:14]=2)(=[O:18])=[O:17])=[CH:4][CH:3]=1, predict the reactants needed to synthesize it. The reactants are: [CH3:1][C:2]1[CH:3]=[CH:4][C:5]([NH2:8])=[CH:6][CH:7]=1.[CH3:9][C:10]1[CH:11]=[CH:12][C:13]([S:16](Cl)(=[O:18])=[O:17])=[N:14][CH:15]=1. (2) The reactants are: C([O:8][C:9]1[CH:18]=[C:17]2[C:12]([C:13]([O:19][C:20]3[CH:25]=[CH:24][C:23]([N+:26]([O-:28])=[O:27])=[CH:22][C:21]=3[F:29])=[CH:14][CH:15]=[N:16]2)=[CH:11][CH:10]=1)C1C=CC=CC=1.Cl. Given the product [F:29][C:21]1[CH:22]=[C:23]([N+:26]([O-:28])=[O:27])[CH:24]=[CH:25][C:20]=1[O:19][C:13]1[C:12]2[C:17](=[CH:18][C:9]([OH:8])=[CH:10][CH:11]=2)[N:16]=[CH:15][CH:14]=1, predict the reactants needed to synthesize it.